Dataset: Full USPTO retrosynthesis dataset with 1.9M reactions from patents (1976-2016). Task: Predict the reactants needed to synthesize the given product. Given the product [CH2:23]([C@H:9]([NH:8][C:50](=[O:51])[C:49]1[CH:53]=[C:54]([CH3:56])[CH:55]=[C:47]([C:45]([N:44]([CH2:57][CH2:58][CH3:59])[CH2:43][CH2:42][CH3:41])=[O:46])[CH:48]=1)[C@H:10]([OH:22])[CH2:11][NH:12][CH2:13][CH2:14][CH2:19][C:18]1[CH:17]=[CH:16][C:15]([CH3:2])=[CH:65][C:60]=1[CH3:61])[C:24]1[CH:25]=[CH:26][CH:27]=[CH:28][CH:29]=1, predict the reactants needed to synthesize it. The reactants are: F[C:2](F)(F)C(O)=O.[NH2:8][C@@H:9]([CH2:23][C:24]1[CH:29]=[C:28](F)[CH:27]=[C:26](F)[CH:25]=1)[C@H:10]([OH:22])[CH2:11][NH:12][CH2:13][C:14]1[CH:19]=[CH:18][CH:17]=[C:16](OC)[CH:15]=1.C(OC[CH2:41][CH2:42][CH2:43][N:44]([CH2:57][CH2:58][CH3:59])[C:45]([C:47]1[CH:48]=[C:49]([CH:53]=[C:54]([CH3:56])[CH:55]=1)[C:50](O)=[O:51])=[O:46])C1C=CC=CC=1.[CH:60]1[CH:61]=CC2N(O)N=NC=2[CH:65]=1.CN1CCOCC1.C(Cl)CCl.